Task: Predict the product of the given reaction.. Dataset: Forward reaction prediction with 1.9M reactions from USPTO patents (1976-2016) (1) Given the reactants [CH3:1][C:2]1([CH3:9])[CH2:6][CH2:5][S:4](=[O:8])(=[O:7])[NH:3]1.[CH3:10][C:11]1[C:12]([N:18]2[CH2:23][CH2:22][N:21]([C:24]([C:26]3[CH:31]=[CH:30][C:29](I)=[CH:28][CH:27]=3)=[O:25])[CH2:20][CH2:19]2)=[N:13][CH:14]=[C:15]([CH3:17])[CH:16]=1, predict the reaction product. The product is: [CH3:1][C:2]1([CH3:9])[CH2:6][CH2:5][S:4](=[O:8])(=[O:7])[N:3]1[C:29]1[CH:30]=[CH:31][C:26]([C:24]([N:21]2[CH2:22][CH2:23][N:18]([C:12]3[C:11]([CH3:10])=[CH:16][C:15]([CH3:17])=[CH:14][N:13]=3)[CH2:19][CH2:20]2)=[O:25])=[CH:27][CH:28]=1. (2) Given the reactants [CH:1]1([CH2:4][O:5][C:6]2[CH:18]=[CH:17][C:9]([C:10]([O:12]CC3CC3)=[O:11])=[CH:8][C:7]=2[C:19]([F:22])([F:21])[F:20])[CH2:3][CH2:2]1.[Li+].[OH-], predict the reaction product. The product is: [CH:1]1([CH2:4][O:5][C:6]2[CH:18]=[CH:17][C:9]([C:10]([OH:12])=[O:11])=[CH:8][C:7]=2[C:19]([F:20])([F:21])[F:22])[CH2:3][CH2:2]1. (3) Given the reactants F[C:2]1[CH:7]=[CH:6][C:5]([CH2:8][C:9]#[N:10])=[CH:4][C:3]=1[N+:11]([O-:13])=[O:12].[CH2:14]([NH:18][CH2:19][CH:20]([CH3:22])[CH3:21])[CH:15]([CH3:17])[CH3:16], predict the reaction product. The product is: [CH2:14]([N:18]([CH2:19][CH:20]([CH3:22])[CH3:21])[C:2]1[CH:7]=[CH:6][C:5]([CH2:8][C:9]#[N:10])=[CH:4][C:3]=1[N+:11]([O-:13])=[O:12])[CH:15]([CH3:17])[CH3:16].